From a dataset of Reaction yield outcomes from USPTO patents with 853,638 reactions. Predict the reaction yield, written as a fraction of the theoretical maximum amount of product (1.0 means a 100% yield; for example, 0.34 means a 34% yield). The reactants are [CH3:1][N:2]([S:20]([C:23]1[S:24][CH:25]=[CH:26][CH:27]=1)(=[O:22])=[O:21])[C:3]1[CH:4]=[CH:5][CH:6]=[C:7]2[C:11]=1[NH:10][C:9]([C:12]1[S:13][CH:14]([C:17]([OH:19])=[O:18])[CH2:15][N:16]=1)=[CH:8]2.N1(O)C2C=CC=C[C:31]=2N=N1.Cl.CN(C)CCCN=C=NCC.C(O)(=O)CC(CC(O)=O)(C(O)=O)O. The catalyst is CN(C)C=O.CN(C1C=CN=CC=1)C.CO. The product is [CH3:1][N:2]([S:20]([C:23]1[S:24][CH:25]=[CH:26][CH:27]=1)(=[O:22])=[O:21])[C:3]1[CH:4]=[CH:5][CH:6]=[C:7]2[C:11]=1[NH:10][C:9]([C:12]1[S:13][CH:14]([C:17]([O:19][CH3:31])=[O:18])[CH2:15][N:16]=1)=[CH:8]2. The yield is 0.650.